Dataset: Acute oral toxicity (LD50) regression data from Zhu et al.. Task: Regression/Classification. Given a drug SMILES string, predict its toxicity properties. Task type varies by dataset: regression for continuous values (e.g., LD50, hERG inhibition percentage) or binary classification for toxic/non-toxic outcomes (e.g., AMES mutagenicity, cardiotoxicity, hepatotoxicity). Dataset: ld50_zhu. (1) The molecule is CCCOC(=O)OOC(=O)OCCC. The rat oral LD50 is 1.78, given as -log10 of the dose in mol/kg body weight (higher means more acutely toxic). (2) The compound is O=C(OCc1ccccc1)c1ccccc1O. The rat oral LD50 is 2.01, given as -log10 of the dose in mol/kg body weight (higher means more acutely toxic). (3) The compound is BrC12CC3CC(CC(C3)C1)C2. The rat oral LD50 is 1.41, given as -log10 of the dose in mol/kg body weight (higher means more acutely toxic). (4) The compound is CCCCCCCCCCCC(=O)N(CCO)CCO. The rat oral LD50 is 2.03, given as -log10 of the dose in mol/kg body weight (higher means more acutely toxic). (5) The molecule is CC=CC(=O)O. The rat oral LD50 is 1.94, given as -log10 of the dose in mol/kg body weight (higher means more acutely toxic). (6) The compound is CN(C)[SiH](N(C)C)N(C)C. The rat oral LD50 is 2.43, given as -log10 of the dose in mol/kg body weight (higher means more acutely toxic). (7) The drug is CC1(C)COC1=O. The rat oral LD50 is 1.83, given as -log10 of the dose in mol/kg body weight (higher means more acutely toxic). (8) The compound is CCOP(=S)(CC)Sc1ccc(Cl)c(C)c1. The rat oral LD50 is 3.67, given as -log10 of the dose in mol/kg body weight (higher means more acutely toxic). (9) The molecule is CC(C)COC(=O)C(C)Oc1ccc(Oc2ccc(Cl)cc2)cc1. The rat oral LD50 is 2.68, given as -log10 of the dose in mol/kg body weight (higher means more acutely toxic). (10) The drug is O=CN(c1ncnc2c1ncn2CC1CC1)C1CC1. The rat oral LD50 is 2.71, given as -log10 of the dose in mol/kg body weight (higher means more acutely toxic).